This data is from Forward reaction prediction with 1.9M reactions from USPTO patents (1976-2016). The task is: Predict the product of the given reaction. (1) Given the reactants [CH3:1][N:2]1[C:6]2=[CH:7][C:8]3[C:9]([CH3:19])([CH3:18])[C:10](=[CH:15][CH:16]=O)[N:11]([CH3:14])[C:12]=3[CH:13]=[C:5]2[C:4]([CH3:21])([CH3:20])[C:3]1=[CH:22][CH:23]=O.[I-:25].[CH3:26][N+:27]1[C:36]2[C:31](=[CH:32][CH:33]=[CH:34][CH:35]=2)[CH:30]=[CH:29][C:28]=1[CH3:37], predict the reaction product. The product is: [I-:25].[I-:25].[CH3:1][N:2]1[C:6]2=[CH:7][C:8]3[C:9]([CH3:19])([CH3:18])[C:10](=[CH:15][CH:16]=[CH:37][CH2+:28]4[CH:29]=[CH:30][C:31]5[C:36](=[CH:35][CH:34]=[CH:33][CH:32]=5)[N:27]4[CH3:26])[N:11]([CH3:14])[C:12]=3[CH:13]=[C:5]2[C:4]([CH3:21])([CH3:20])[C:3]1=[CH:22][CH:23]=[CH:37][C:28]1[CH:29]=[CH:30][C:31]2[C:36](=[CH:35][CH:34]=[CH:33][CH:32]=2)[N+:27]=1[CH3:26]. (2) Given the reactants Cl[C:2]1[N:6]([CH3:7])[C:5]2[CH:8]=[CH:9][C:10]([F:12])=[CH:11][C:4]=2[N:3]=1.[NH:13]1[CH2:18][CH2:17][NH:16][CH2:15][CH2:14]1, predict the reaction product. The product is: [F:12][C:10]1[CH:9]=[CH:8][C:5]2[N:6]([CH3:7])[C:2]([N:13]3[CH2:18][CH2:17][NH:16][CH2:15][CH2:14]3)=[N:3][C:4]=2[CH:11]=1. (3) Given the reactants C([O:3][C:4](=[O:26])[C:5]1[CH:10]=[C:9]([C:11]([F:14])([F:13])[F:12])[C:8]([CH2:15][N:16]2[CH2:20][CH2:19][C@@H:18]([NH:21][C:22](=[O:24])[CH3:23])[CH2:17]2)=[CH:7][C:6]=1[NH2:25])C.NC1C(Cl)=C(C=O)C(C(F)(F)F)=CC=1C(O)=O, predict the reaction product. The product is: [C:22]([NH:21][C@@H:18]1[CH2:19][CH2:20][N:16]([CH2:15][C:8]2[C:9]([C:11]([F:12])([F:13])[F:14])=[CH:10][C:5]([C:4]([OH:26])=[O:3])=[C:6]([NH2:25])[CH:7]=2)[CH2:17]1)(=[O:24])[CH3:23]. (4) Given the reactants [NH2:1][C:2]1[S:3][CH:4]=[C:5]([CH2:7][C:8]([N:10]2[CH2:15][CH2:14][N:13]([CH2:16][C:17](=[O:23])[N:18]3[CH2:22][CH2:21][CH2:20][CH2:19]3)[CH2:12][CH2:11]2)=[O:9])[N:6]=1.[O:24]1[C:28]2[CH:29]=[CH:30][C:31]([C:33](O)=[O:34])=[CH:32][C:27]=2[CH2:26][CH2:25]1, predict the reaction product. The product is: [O:9]=[C:8]([N:10]1[CH2:15][CH2:14][N:13]([CH2:16][C:17](=[O:23])[N:18]2[CH2:19][CH2:20][CH2:21][CH2:22]2)[CH2:12][CH2:11]1)[CH2:7][C:5]1[N:6]=[C:2]([NH:1][C:33]([C:31]2[CH:30]=[CH:29][C:28]3[O:24][CH2:25][CH2:26][C:27]=3[CH:32]=2)=[O:34])[S:3][CH:4]=1. (5) Given the reactants [Cl:1][C:2]1[C:3]([CH3:15])=[CH:4][C:5]([NH:8]C(=O)C(C)(C)C)=[N:6][CH:7]=1.S(=O)(=O)(O)O.[N+:21]([O-])([OH:23])=[O:22], predict the reaction product. The product is: [Cl:1][C:2]1[C:3]([CH3:15])=[C:4]([N+:21]([O-:23])=[O:22])[C:5]([NH2:8])=[N:6][CH:7]=1. (6) Given the reactants [CH2:1]([N:8]1[CH2:13][CH:12]([CH3:14])[NH:11][CH2:10][CH:9]1[CH3:15])[C:2]1[CH:7]=[CH:6][CH:5]=[CH:4][CH:3]=1.[C:16](OC(N1CC(C)(C)NCC1C)=O)(C)(C)C, predict the reaction product. The product is: [CH2:1]([N:8]1[CH2:13][CH:12]([CH3:14])[NH:11][CH2:10][C:9]1([CH3:16])[CH3:15])[C:2]1[CH:7]=[CH:6][CH:5]=[CH:4][CH:3]=1.